Dataset: Reaction yield outcomes from USPTO patents with 853,638 reactions. Task: Predict the reaction yield, written as a fraction of the theoretical maximum amount of product (1.0 means a 100% yield; for example, 0.34 means a 34% yield). (1) The reactants are BrC1C=CC(S(O[CH2:12][C@@H:13]2[O:27][C:17]3=[C:18]4[C:23](=[CH:24][CH:25]=[C:16]3[O:15][CH2:14]2)[N:22]=[C:21]([CH3:26])[CH:20]=[CH:19]4)(=O)=O)=CC=1.[CH3:28][O:29][C:30]1[CH:35]=[CH:34][CH:33]=[CH:32][C:31]=1[N:36]1[CH2:41][CH2:40][NH:39][CH2:38][CH2:37]1. The catalyst is CS(C)=O. The product is [CH3:28][O:29][C:30]1[CH:35]=[CH:34][CH:33]=[CH:32][C:31]=1[N:36]1[CH2:41][CH2:40][N:39]([CH2:12][C@@H:13]2[O:27][C:17]3=[C:18]4[C:23](=[CH:24][CH:25]=[C:16]3[O:15][CH2:14]2)[N:22]=[C:21]([CH3:26])[CH:20]=[CH:19]4)[CH2:38][CH2:37]1. The yield is 0.600. (2) The reactants are Br[C:2]1[C:13](=[O:14])[N:12]([CH2:15][CH3:16])[C:5]2[N:6]=[C:7]([S:10][CH3:11])[N:8]=[CH:9][C:4]=2[CH:3]=1.[C:17]1(B(O)O)[CH:22]=[CH:21][CH:20]=[CH:19][CH:18]=1.[O-]P([O-])([O-])=O.[K+].[K+].[K+]. The catalyst is C1C=CC([P]([Pd]([P](C2C=CC=CC=2)(C2C=CC=CC=2)C2C=CC=CC=2)([P](C2C=CC=CC=2)(C2C=CC=CC=2)C2C=CC=CC=2)[P](C2C=CC=CC=2)(C2C=CC=CC=2)C2C=CC=CC=2)(C2C=CC=CC=2)C2C=CC=CC=2)=CC=1. The product is [CH2:15]([N:12]1[C:5]2[N:6]=[C:7]([S:10][CH3:11])[N:8]=[CH:9][C:4]=2[CH:3]=[C:2]([C:17]2[CH:22]=[CH:21][CH:20]=[CH:19][CH:18]=2)[C:13]1=[O:14])[CH3:16]. The yield is 0.810. (3) The reactants are [CH2:1]([O:3][C:4]1[CH:14]=[CH:13][CH:12]=[C:11]([O:15][CH2:16][CH2:17][O:18][CH2:19][CH2:20][O:21][CH2:22][CH2:23][O:24][C:25]2[CH:30]=[CH:29][CH:28]=[C:27]([O:31][CH2:32][CH3:33])[C:26]=2[C:34]([O:36]CC)=[O:35])[C:5]=1[C:6]([O:8]CC)=[O:7])[CH3:2].CO.[OH-].[Na+].Cl. The catalyst is O. The product is [C:6]([C:5]1[C:4]([O:3][CH2:1][CH3:2])=[CH:14][CH:13]=[CH:12][C:11]=1[O:15][CH2:16][CH2:17][O:18][CH2:19][CH2:20][O:21][CH2:22][CH2:23][O:24][C:25]1[CH:30]=[CH:29][CH:28]=[C:27]([O:31][CH2:32][CH3:33])[C:26]=1[C:34]([OH:36])=[O:35])([OH:8])=[O:7]. The yield is 0.350. (4) The reactants are [CH3:1][O:2][C:3](=[O:13])[CH2:4][NH:5][C:6]([O:8][C:9]([CH3:12])([CH3:11])[CH3:10])=[O:7].[H-].[Na+].Cl[CH2:17][CH2:18][N:19]1[CH2:24][CH2:23][O:22][CH2:21][CH2:20]1. The yield is 0.0400. The catalyst is CN(C=O)C.O. The product is [CH3:1][O:2][C:3](=[O:13])[CH2:4][N:5]([C:6]([O:8][C:9]([CH3:10])([CH3:12])[CH3:11])=[O:7])[CH2:17][CH2:18][N:19]1[CH2:24][CH2:23][O:22][CH2:21][CH2:20]1. (5) The reactants are [CH:1]([C:4]1[C:9](=[O:10])[NH:8][C:7](=[O:11])[NH:6][C:5]=1OC1C=C(C=C(C)C=1)C#N)([CH3:3])[CH3:2].[C:22](=[O:25])([O-])[O-].[K+].[K+].[I-].[Li+].Cl[CH2:31][C:32]1[CH:37]=[C:36]([CH3:38])[N:35]=[C:34]([N:39]2[C:47](=[O:48])[C:46]3[C:41](=[CH:42][CH:43]=[CH:44][CH:45]=3)[C:40]2=[O:49])[CH:33]=1.C[N:51]([CH:53]=O)C. No catalyst specified. The product is [O:49]=[C:40]1[C:41]2[C:46](=[CH:45][CH:44]=[CH:43][CH:42]=2)[C:47](=[O:48])[N:39]1[C:34]1[CH:33]=[C:32]([CH2:31][N:6]2[C:5]([C:22]([C:45]3[CH:44]=[C:43]([CH:42]=[C:41]([CH3:40])[CH:46]=3)[C:53]#[N:51])=[O:25])=[C:4]([CH:1]([CH3:2])[CH3:3])[C:9](=[O:10])[NH:8][C:7]2=[O:11])[CH:37]=[C:36]([CH3:38])[N:35]=1. The yield is 0.450.